Task: Predict the reactants needed to synthesize the given product.. Dataset: Full USPTO retrosynthesis dataset with 1.9M reactions from patents (1976-2016) (1) The reactants are: [Cl:1][C:2]1[CH:7]=[CH:6][C:5]([CH2:8][CH2:9][CH2:10]I)=[CH:4][CH:3]=1.[C-:12]#[C-:13].[Na+].[Na+]. Given the product [Cl:1][C:2]1[CH:7]=[CH:6][C:5]([CH2:8][CH2:9][CH2:10][C:12]#[CH:13])=[CH:4][CH:3]=1, predict the reactants needed to synthesize it. (2) Given the product [CH3:1][O:2][CH:11]([O:13][CH3:14])[CH2:9][C:8](=[O:10])[CH2:7][CH:6]([O:5][CH3:4])[O:20][CH3:22], predict the reactants needed to synthesize it. The reactants are: [CH3:1][O-:2].[Na+].[CH3:4][O:5][CH:6]=[CH:7][C:8](=[O:10])[CH3:9].[CH:11]([O:13][CH3:14])=O.S(=O)(=O)(O)O.[OH-:20].[Na+].[C:22]1(C)C=CC=CC=1. (3) Given the product [CH2:9]([O:16][C:17]1[CH:22]=[CH:21][N:20]([C:23]2[CH:28]=[CH:27][C:26]([O:29][C@H:30]3[CH2:34][CH2:33][N:32]([CH:1]4[CH2:5][CH2:4][CH2:3][CH2:2]4)[CH2:31]3)=[CH:25][CH:24]=2)[C:19](=[O:35])[CH:18]=1)[C:10]1[CH:11]=[CH:12][CH:13]=[CH:14][CH:15]=1, predict the reactants needed to synthesize it. The reactants are: [C:1]1(=O)[CH2:5][CH2:4][CH2:3][CH2:2]1.CO.[CH2:9]([O:16][C:17]1[CH:22]=[CH:21][N:20]([C:23]2[CH:28]=[CH:27][C:26]([O:29][C@H:30]3[CH2:34][CH2:33][NH:32][CH2:31]3)=[CH:25][CH:24]=2)[C:19](=[O:35])[CH:18]=1)[C:10]1[CH:15]=[CH:14][CH:13]=[CH:12][CH:11]=1. (4) The reactants are: [CH3:1][C:2]1[CH:7]=[C:6]([C:8]([O:10]C)=[O:9])[CH:5]=[CH:4][C:3]=1[C:12]1[C:13]([C:18]([O:20]CC)=[O:19])=[CH:14][CH:15]=[CH:16][CH:17]=1.[OH-].[Na+]. Given the product [CH3:1][C:2]1[CH:7]=[C:6]([C:8]([OH:10])=[O:9])[CH:5]=[CH:4][C:3]=1[C:12]1[C:13]([C:18]([OH:20])=[O:19])=[CH:14][CH:15]=[CH:16][CH:17]=1, predict the reactants needed to synthesize it. (5) Given the product [N:8]([C@@H:9]([CH2:23][C:24]1[CH:29]=[CH:28][C:27]([O:30][CH2:31][CH2:32][OH:33])=[CH:26][CH:25]=1)[C:10]([N:12]1[CH2:17][CH2:16][CH:15]([C:18]([O:20][CH2:21][CH3:22])=[O:19])[CH2:14][CH2:13]1)=[O:11])=[N+:41]=[N-:42], predict the reactants needed to synthesize it. The reactants are: C(OC([NH:8][C@@H:9]([CH2:23][C:24]1[CH:29]=[CH:28][C:27]([O:30][CH2:31][CH2:32][O:33]C2CCCCO2)=[CH:26][CH:25]=1)[C:10]([N:12]1[CH2:17][CH2:16][CH:15]([C:18]([O:20][CH2:21][CH3:22])=[O:19])[CH2:14][CH2:13]1)=[O:11])=O)(C)(C)C.Cl.[N-:41]=[N+:42]=[N-].[Na+].FC(F)(F)S(OS(C(F)(F)F)(=O)=O)(=O)=O.C([O-])(O)=O.[Na+].